From a dataset of Forward reaction prediction with 1.9M reactions from USPTO patents (1976-2016). Predict the product of the given reaction. (1) Given the reactants [C:1]([O:5][C:6]([NH:8][CH:9]([C:13]1[CH:18]=[CH:17][C:16]([F:19])=[CH:15][CH:14]=1)[C:10]([OH:12])=[O:11])=[O:7])([CH3:4])([CH3:3])[CH3:2].C(=NC1CCCCC1)=NC1CCCCC1.N1(O)C2C=CC=CC=2N=N1.[N:45]12[CH2:52][CH2:51][CH:48]([CH2:49][CH2:50]1)[C@@H:47](O)[CH2:46]2, predict the reaction product. The product is: [C:1]([O:5][C:6]([NH:8][CH:9]([C:13]1[CH:18]=[CH:17][C:16]([F:19])=[CH:15][CH:14]=1)[C:10]([O:12][C@@H:47]1[CH:48]2[CH2:51][CH2:52][N:45]([CH2:50][CH2:49]2)[CH2:46]1)=[O:11])=[O:7])([CH3:4])([CH3:2])[CH3:3]. (2) Given the reactants [S:1]([O:11][CH2:12][CH2:13][CH2:14][CH2:15][CH2:16][C:17]1[CH:22]=[CH:21][C:20]([CH2:23][CH2:24][C:25]2[C:34]([CH3:35])=[C:33]([O:36][Si](C(C)(C)C)(C)C)[C:32]3[C:27](=[CH:28][CH:29]=[CH:30][CH:31]=3)[N:26]=2)=[CH:19][CH:18]=1)([C:4]1[CH:10]=[CH:9][C:7]([CH3:8])=[CH:6][CH:5]=1)(=[O:3])=[O:2].[F-].C([N+](CCCC)(CCCC)CCCC)CCC, predict the reaction product. The product is: [S:1]([O:11][CH2:12][CH2:13][CH2:14][CH2:15][CH2:16][C:17]1[CH:22]=[CH:21][C:20]([CH2:23][CH2:24][C:25]2[C:34]([CH3:35])=[C:33]([OH:36])[C:32]3[C:27](=[CH:28][CH:29]=[CH:30][CH:31]=3)[N:26]=2)=[CH:19][CH:18]=1)([C:4]1[CH:5]=[CH:6][C:7]([CH3:8])=[CH:9][CH:10]=1)(=[O:2])=[O:3].